This data is from NCI-60 drug combinations with 297,098 pairs across 59 cell lines. The task is: Regression. Given two drug SMILES strings and cell line genomic features, predict the synergy score measuring deviation from expected non-interaction effect. Drug 1: CCC1=CC2CC(C3=C(CN(C2)C1)C4=CC=CC=C4N3)(C5=C(C=C6C(=C5)C78CCN9C7C(C=CC9)(C(C(C8N6C)(C(=O)OC)O)OC(=O)C)CC)OC)C(=O)OC.C(C(C(=O)O)O)(C(=O)O)O. Drug 2: CC1C(C(CC(O1)OC2CC(CC3=C2C(=C4C(=C3O)C(=O)C5=C(C4=O)C(=CC=C5)OC)O)(C(=O)C)O)N)O.Cl. Cell line: HOP-92. Synergy scores: CSS=43.4, Synergy_ZIP=-0.515, Synergy_Bliss=3.66, Synergy_Loewe=6.79, Synergy_HSA=7.65.